This data is from Reaction yield outcomes from USPTO patents with 853,638 reactions. The task is: Predict the reaction yield, written as a fraction of the theoretical maximum amount of product (1.0 means a 100% yield; for example, 0.34 means a 34% yield). (1) The reactants are [H-].[Al+3].[Li+].[H-].[H-].[H-].C[O:8][C:9](=O)[C:10]([CH3:21])([C:12]1[CH:17]=[CH:16][C:15]([N+:18]([O-:20])=[O:19])=[CH:14][CH:13]=1)[CH3:11].O.[OH-].[Na+]. The catalyst is C1COCC1. The product is [CH3:21][C:10]([C:12]1[CH:17]=[CH:16][C:15]([N+:18]([O-:20])=[O:19])=[CH:14][CH:13]=1)([CH3:11])[CH2:9][OH:8]. The yield is 0.810. (2) The reactants are Br[C:2]1[N:7]=[CH:6][C:5]([S:8]([C:11]2([C:17]([O:19][C:20]([CH3:23])([CH3:22])[CH3:21])=[O:18])[CH2:16][CH2:15][O:14][CH2:13][CH2:12]2)(=[O:10])=[O:9])=[CH:4][CH:3]=1.C(=O)([O-])[O-].[Na+].[Na+].[CH2:30]([C:35]1[CH:40]=[CH:39][C:38](B(O)O)=[CH:37][CH:36]=1)[CH2:31][CH2:32][CH2:33][CH3:34]. The catalyst is COCCOC.C1C=CC([P]([Pd]([P](C2C=CC=CC=2)(C2C=CC=CC=2)C2C=CC=CC=2)([P](C2C=CC=CC=2)(C2C=CC=CC=2)C2C=CC=CC=2)[P](C2C=CC=CC=2)(C2C=CC=CC=2)C2C=CC=CC=2)(C2C=CC=CC=2)C2C=CC=CC=2)=CC=1. The product is [C:20]([O:19][C:17]([C:11]1([S:8]([C:5]2[CH:6]=[N:7][C:2]([C:38]3[CH:37]=[CH:36][C:35]([CH2:30][CH2:31][CH2:32][CH2:33][CH3:34])=[CH:40][CH:39]=3)=[CH:3][CH:4]=2)(=[O:10])=[O:9])[CH2:16][CH2:15][O:14][CH2:13][CH2:12]1)=[O:18])([CH3:23])([CH3:22])[CH3:21]. The yield is 0.920. (3) The reactants are [OH:1][CH2:2][CH2:3][CH2:4][NH:5][C:6](=[O:12])[O:7][C:8]([CH3:11])([CH3:10])[CH3:9].CC(OI1(OC(C)=O)(OC(C)=O)OC(=O)C2C=CC=CC1=2)=O.[O-]S([O-])(=S)=O.[Na+].[Na+].C([O-])(O)=O.[Na+]. The catalyst is C(Cl)Cl.CCOCC. The product is [C:8]([O:7][C:6]([NH:5][CH2:4][CH2:3][CH:2]=[O:1])=[O:12])([CH3:11])([CH3:10])[CH3:9]. The yield is 0.960. (4) The reactants are I[C:2]1[C:10]2[C:5](=[CH:6][CH:7]=[C:8]([C:11]3[S:12][C:13]([S:16]([CH3:19])(=[O:18])=[O:17])=[N:14][N:15]=3)[CH:9]=2)[N:4]([S:20]([C:23]2[CH:29]=[CH:28][C:26]([CH3:27])=[CH:25][CH:24]=2)(=[O:22])=[O:21])[CH:3]=1.[CH:30]([O:33][C:34]1[CH:39]=[CH:38][CH:37]=[C:36](B2OC(C)(C)C(C)(C)O2)[N:35]=1)([CH3:32])[CH3:31].P([O-])([O-])([O-])=O.[K+].[K+].[K+]. The catalyst is CC(O)C.O. The product is [CH:30]([O:33][C:34]1[N:35]=[C:36]([C:2]2[C:10]3[C:5](=[CH:6][CH:7]=[C:8]([C:11]4[S:12][C:13]([S:16]([CH3:19])(=[O:17])=[O:18])=[N:14][N:15]=4)[CH:9]=3)[N:4]([S:20]([C:23]3[CH:24]=[CH:25][C:26]([CH3:27])=[CH:28][CH:29]=3)(=[O:21])=[O:22])[CH:3]=2)[CH:37]=[CH:38][CH:39]=1)([CH3:32])[CH3:31]. The yield is 0.290. (5) The yield is 0.890. The catalyst is C(O)C. The product is [Cl:13][C:14]1[CH:19]=[CH:18][CH:17]=[CH:16][C:15]=1[S:20][CH2:22][CH2:23][CH2:24][CH2:25][C:26]([OH:28])=[O:27]. The reactants are ClC1C=C(SCC(O)=O)C=CC=1.[Cl:13][C:14]1[CH:19]=[CH:18][CH:17]=[CH:16][C:15]=1[SH:20].Br[CH2:22][CH2:23][CH2:24][CH2:25][C:26]([O:28]CC)=[O:27].[OH-].[K+]. (6) The reactants are [CH2:1]([N:3]([C:7]1[CH:12]=[CH:11][C:10]2[O:13][CH2:14][O:15][C:9]=2[CH:8]=1)[C:4]([NH2:6])=[O:5])[CH3:2].[CH:16]1[C:25]2[C:20](=[CH:21][CH:22]=[CH:23][CH:24]=2)[CH:19]=[CH:18][C:17]=1[CH:26]=O. No catalyst specified. The product is [CH2:1]([N:3]1[C:7]2[C:12](=[CH:11][C:10]3[O:13][CH2:14][O:15][C:9]=3[CH:8]=2)[CH:26]([C:17]2[CH:18]=[CH:19][C:20]3[C:25](=[CH:24][CH:23]=[CH:22][CH:21]=3)[CH:16]=2)[NH:6][C:4]1=[O:5])[CH3:2]. The yield is 0.460. (7) The reactants are [F:1][C:2]1[CH:7]=[CH:6][C:5]([F:8])=[CH:4][C:3]=1[C@H:9]1[CH2:13][CH2:12][CH2:11][N:10]1[C:14]1[CH:15]=[CH:16][C:17]([NH2:20])=[N:18][CH:19]=1.[CH3:21]N(C(OC)OC)C.[CH2:29]([O:31][C:32](=[O:35])[CH2:33]Br)[CH3:30].CO. The catalyst is C1(C)C=CC=CC=1. The product is [F:1][C:2]1[CH:7]=[CH:6][C:5]([F:8])=[CH:4][C:3]=1[C@H:9]1[CH2:13][CH2:12][CH2:11][N:10]1[C:14]1[CH:15]=[CH:16][C:17]2[N:18]([C:33]([C:32]([O:31][CH2:29][CH3:30])=[O:35])=[CH:21][N:20]=2)[CH:19]=1. The yield is 0.618. (8) The reactants are [F:1][C:2]1[CH:10]=[C:9]2[C:5]([C:6](I)=[CH:7][N:8]2[C:11]([O:13][C:14]([CH3:17])([CH3:16])[CH3:15])=[O:12])=[CH:4][CH:3]=1.[Li]CCCC.C(O[B:28]1[O:32][C:31]([CH3:34])([CH3:33])[C:30]([CH3:36])([CH3:35])[O:29]1)(C)C. The catalyst is C1COCC1. The product is [F:1][C:2]1[CH:10]=[C:9]2[C:5]([C:6]([B:28]3[O:32][C:31]([CH3:34])([CH3:33])[C:30]([CH3:36])([CH3:35])[O:29]3)=[CH:7][N:8]2[C:11]([O:13][C:14]([CH3:17])([CH3:16])[CH3:15])=[O:12])=[CH:4][CH:3]=1. The yield is 0.670.